From a dataset of NCI-60 drug combinations with 297,098 pairs across 59 cell lines. Regression. Given two drug SMILES strings and cell line genomic features, predict the synergy score measuring deviation from expected non-interaction effect. (1) Drug 1: CC12CCC(CC1=CCC3C2CCC4(C3CC=C4C5=CN=CC=C5)C)O. Drug 2: C(=O)(N)NO. Cell line: SF-295. Synergy scores: CSS=6.85, Synergy_ZIP=-3.95, Synergy_Bliss=-4.77, Synergy_Loewe=-2.66, Synergy_HSA=-2.59. (2) Drug 1: CC1C(C(CC(O1)OC2CC(CC3=C2C(=C4C(=C3O)C(=O)C5=C(C4=O)C(=CC=C5)OC)O)(C(=O)C)O)N)O.Cl. Drug 2: C1=CN(C=N1)CC(O)(P(=O)(O)O)P(=O)(O)O. Cell line: NCI-H460. Synergy scores: CSS=6.65, Synergy_ZIP=-8.85, Synergy_Bliss=-14.2, Synergy_Loewe=-62.9, Synergy_HSA=-15.2. (3) Drug 1: CC=C1C(=O)NC(C(=O)OC2CC(=O)NC(C(=O)NC(CSSCCC=C2)C(=O)N1)C(C)C)C(C)C. Drug 2: C1=CC=C(C(=C1)C(C2=CC=C(C=C2)Cl)C(Cl)Cl)Cl. Cell line: DU-145. Synergy scores: CSS=27.7, Synergy_ZIP=-1.98, Synergy_Bliss=-3.83, Synergy_Loewe=-28.7, Synergy_HSA=-6.42. (4) Drug 1: CC1C(C(CC(O1)OC2CC(CC3=C2C(=C4C(=C3O)C(=O)C5=C(C4=O)C(=CC=C5)OC)O)(C(=O)C)O)N)O.Cl. Drug 2: CC1=CC=C(C=C1)C2=CC(=NN2C3=CC=C(C=C3)S(=O)(=O)N)C(F)(F)F. Cell line: NCI/ADR-RES. Synergy scores: CSS=-0.385, Synergy_ZIP=-0.563, Synergy_Bliss=-2.37, Synergy_Loewe=-3.62, Synergy_HSA=-3.91. (5) Drug 1: CC(CN1CC(=O)NC(=O)C1)N2CC(=O)NC(=O)C2. Drug 2: CC1=C(C(CCC1)(C)C)C=CC(=CC=CC(=CC(=O)O)C)C. Cell line: SF-539. Synergy scores: CSS=26.1, Synergy_ZIP=-4.00, Synergy_Bliss=0.867, Synergy_Loewe=4.69, Synergy_HSA=5.17. (6) Drug 1: C1=NC(=NC(=O)N1C2C(C(C(O2)CO)O)O)N. Drug 2: C1=CN(C=N1)CC(O)(P(=O)(O)O)P(=O)(O)O. Cell line: CAKI-1. Synergy scores: CSS=42.3, Synergy_ZIP=-8.24, Synergy_Bliss=-5.95, Synergy_Loewe=-8.71, Synergy_HSA=-2.87.